The task is: Predict the reaction yield, written as a fraction of the theoretical maximum amount of product (1.0 means a 100% yield; for example, 0.34 means a 34% yield).. This data is from Reaction yield outcomes from USPTO patents with 853,638 reactions. (1) The reactants are C(OC(=O)[NH:7][C:8]1([C:12]2[CH:17]=[CH:16][C:15]([C:18]3[C:27]([C:28]4[CH:33]=[CH:32][CH:31]=[CH:30][CH:29]=4)=[CH:26][C:25]4[C:24]5=[N:34][NH:35][C:36]([S:37][CH3:38])=[C:23]5[CH2:22][CH2:21][C:20]=4[N:19]=3)=[CH:14][CH:13]=2)[CH2:11][CH2:10][CH2:9]1)(C)(C)C. The catalyst is C(O)(C(F)(F)F)=O. The product is [CH3:38][S:37][C:36]1[NH:35][N:34]=[C:24]2[C:23]=1[CH2:22][CH2:21][C:20]1[N:19]=[C:18]([C:15]3[CH:16]=[CH:17][C:12]([C:8]4([NH2:7])[CH2:9][CH2:10][CH2:11]4)=[CH:13][CH:14]=3)[C:27]([C:28]3[CH:29]=[CH:30][CH:31]=[CH:32][CH:33]=3)=[CH:26][C:25]2=1. The yield is 0.370. (2) The reactants are [Br:1][C:2]1[N:7]=[C:6]2[C:8]([C:11]([OH:13])=O)=[CH:9][NH:10][C:5]2=[N:4][CH:3]=1.C(N)C.CN(C(ON1N=[N:32][C:27]2[CH:28]=CC=N[C:26]1=2)=[N+](C)C)C.F[P-](F)(F)(F)(F)F. The catalyst is C1COCC1. The product is [Br:1][C:2]1[N:7]=[C:6]2[C:8]([C:11]([NH:32][CH:27]([CH3:28])[CH3:26])=[O:13])=[CH:9][NH:10][C:5]2=[N:4][CH:3]=1. The yield is 0.430. (3) The product is [NH:12]1[C:13]2[C:18](=[CH:17][CH:16]=[CH:15][CH:14]=2)[C:10]([C:8](=[O:9])[CH:26]([NH:33][C:34]2[CH:39]=[N:38][CH:37]=[C:36]([O:40][CH3:41])[N:35]=2)[C:27]2[CH:32]=[CH:31][CH:30]=[CH:29][CH:28]=2)=[CH:11]1. The yield is 0.130. The catalyst is [Cl-].C([N+]1C(C)=C(CCO)SC=1)C1C=CC=CC=1.C(O)C. The reactants are C(N(CC)CC)C.[CH:8]([C:10]1[C:18]2[C:13](=[CH:14][CH:15]=[CH:16][CH:17]=2)[N:12](C(OC(C)(C)C)=O)[CH:11]=1)=[O:9].[CH:26](=[N:33][C:34]1[CH:39]=[N:38][CH:37]=[C:36]([O:40][CH3:41])[N:35]=1)[C:27]1[CH:32]=[CH:31][CH:30]=[CH:29][CH:28]=1. (4) The reactants are [CH2:1]([C@:4]1([C:17]2[CH:22]=[CH:21][C:20]([F:23])=[CH:19][CH:18]=2)[CH2:9][CH2:8][N:7]([C@H:10]([C:12]([CH3:15])([CH3:14])[CH3:13])[CH3:11])[C:6](=[O:16])[NH:5]1)[CH:2]=[CH2:3].C1C[O:27]CC1. No catalyst specified. The product is [CH3:13][C:12]([CH3:14])([CH3:15])[C@@H:10]([N:7]1[CH2:8][CH2:9][C@@:4]([C:17]2[CH:22]=[CH:21][C:20]([F:23])=[CH:19][CH:18]=2)([CH2:1][CH2:2][CH2:3][OH:27])[NH:5][C:6]1=[O:16])[CH3:11]. The yield is 0.120. (5) The reactants are [C@H:1]12[CH2:7][C@H:4]([CH:5]=[CH:6]1)[CH2:3][C@@H:2]2[C:8]([O:10][C@@H]1CC(=O)N(C)C1=O)=[O:9].[Li+].[OH-]. The catalyst is C1COCC1.O. The product is [C@H:1]12[CH2:7][C@H:4]([CH:5]=[CH:6]1)[CH2:3][C@@H:2]2[C:8]([OH:10])=[O:9]. The yield is 0.990.